Task: Regression. Given two drug SMILES strings and cell line genomic features, predict the synergy score measuring deviation from expected non-interaction effect.. Dataset: NCI-60 drug combinations with 297,098 pairs across 59 cell lines (1) Drug 1: CC1C(C(=O)NC(C(=O)N2CCCC2C(=O)N(CC(=O)N(C(C(=O)O1)C(C)C)C)C)C(C)C)NC(=O)C3=C4C(=C(C=C3)C)OC5=C(C(=O)C(=C(C5=N4)C(=O)NC6C(OC(=O)C(N(C(=O)CN(C(=O)C7CCCN7C(=O)C(NC6=O)C(C)C)C)C)C(C)C)C)N)C. Drug 2: CC(C)CN1C=NC2=C1C3=CC=CC=C3N=C2N. Cell line: 786-0. Synergy scores: CSS=12.4, Synergy_ZIP=-1.68, Synergy_Bliss=-5.19, Synergy_Loewe=-16.3, Synergy_HSA=-4.97. (2) Drug 1: C1CN1P(=S)(N2CC2)N3CC3. Drug 2: C1=CN(C(=O)N=C1N)C2C(C(C(O2)CO)O)O.Cl. Cell line: UACC-257. Synergy scores: CSS=4.97, Synergy_ZIP=-2.49, Synergy_Bliss=1.21, Synergy_Loewe=0.660, Synergy_HSA=1.30. (3) Drug 1: C1CCC(C1)C(CC#N)N2C=C(C=N2)C3=C4C=CNC4=NC=N3. Drug 2: C1CN1P(=S)(N2CC2)N3CC3. Cell line: SR. Synergy scores: CSS=81.8, Synergy_ZIP=2.02, Synergy_Bliss=-1.40, Synergy_Loewe=-4.60, Synergy_HSA=-0.994.